From a dataset of Full USPTO retrosynthesis dataset with 1.9M reactions from patents (1976-2016). Predict the reactants needed to synthesize the given product. (1) The reactants are: O.[NH2:2][NH2:3].[Br:4][C:5]1[CH:6]=[C:7]([CH:19]=[CH:20][C:21]=1[F:22])[CH:8]=[C:9]1[C:17]2[C:12](=[CH:13][CH:14]=[CH:15][CH:16]=2)[C:11](=O)[O:10]1. Given the product [Br:4][C:5]1[CH:6]=[C:7]([CH:19]=[CH:20][C:21]=1[F:22])[CH2:8][C:9]1[C:17]2[C:12](=[CH:13][CH:14]=[CH:15][CH:16]=2)[C:11](=[O:10])[NH:3][N:2]=1, predict the reactants needed to synthesize it. (2) Given the product [O:11]1[CH2:16][CH2:15][CH2:14][CH2:13][CH:12]1[N:2]1[CH:3]=[C:4]([C:6]([OH:8])=[O:7])[CH:5]=[N:1]1, predict the reactants needed to synthesize it. The reactants are: [NH:1]1[CH:5]=[C:4]([C:6]([O:8]CC)=[O:7])[CH:3]=[N:2]1.[O:11]1[CH:16]=[CH:15][CH2:14][CH2:13][CH2:12]1.C(O)(C(F)(F)F)=O.C([O-])(O)=O.[Na+]. (3) The reactants are: Cl[C:2]1[C:3]([NH2:9])=[N:4][CH:5]=[N:6][C:7]=1Cl.[NH2:10][C:11]1[CH:12]=[C:13]([OH:17])[CH:14]=[CH:15][CH:16]=1.CC1(C)C(C)(C)OB([C:26]2[CH:27]=[C:28]([S:32]([NH2:35])(=[O:34])=[O:33])[CH:29]=[CH:30][CH:31]=2)O1.[C:37](Cl)(=[O:40])[CH:38]=[CH2:39]. Given the product [NH2:9][C:3]1[N:4]=[CH:5][N:6]=[C:7]([O:17][C:13]2[CH:12]=[C:11]([NH:10][C:37](=[O:40])[CH:38]=[CH2:39])[CH:16]=[CH:15][CH:14]=2)[C:2]=1[C:26]1[CH:31]=[CH:30][CH:29]=[C:28]([S:32](=[O:34])(=[O:33])[NH2:35])[CH:27]=1, predict the reactants needed to synthesize it. (4) Given the product [CH3:1][C:2]1([CH3:26])[C:11]2[C:6](=[C:7]([CH3:23])[CH:8]=[C:9]([C:13]([C:15]3[C:16]([CH3:22])=[N:17][N:18]([CH3:21])[C:19]=3[O:20][S:36]([CH2:33][CH2:34][CH3:35])(=[O:38])=[O:37])=[O:14])[C:10]=2[CH3:12])[S:5](=[O:25])(=[O:24])[CH2:4][CH2:3]1, predict the reactants needed to synthesize it. The reactants are: [CH3:1][C:2]1([CH3:26])[C:11]2[C:6](=[C:7]([CH3:23])[CH:8]=[C:9]([C:13]([C:15]3[C:16]([CH3:22])=[N:17][N:18]([CH3:21])[C:19]=3[OH:20])=[O:14])[C:10]=2[CH3:12])[S:5](=[O:25])(=[O:24])[CH2:4][CH2:3]1.C(=O)([O-])[O-].[K+].[K+].[CH2:33]([S:36](Cl)(=[O:38])=[O:37])[CH2:34][CH3:35]. (5) The reactants are: [CH3:1][O:2][C:3](=[O:28])[C:4]1[CH:9]=[CH:8][C:7]([CH2:10][N:11]([C:16]2[CH:21]=[CH:20][C:19]([CH:22]3[CH2:27][CH2:26][CH2:25][CH2:24][CH2:23]3)=[CH:18][CH:17]=2)[C:12](=[O:15])[NH:13]Cl)=[CH:6][CH:5]=1.C(N(CC)CC)C.[Cl:36][C:37]1[CH:42]=[CH:41][C:40]([C@@H:43](N)[CH3:44])=[CH:39][CH:38]=1. Given the product [CH3:1][O:2][C:3](=[O:28])[C:4]1[CH:9]=[CH:8][C:7]([CH2:10][N:11]([C:16]2[CH:21]=[CH:20][C:19]([CH:22]3[CH2:27][CH2:26][CH2:25][CH2:24][CH2:23]3)=[CH:18][CH:17]=2)[C:12]([NH:13][C@H:43]([C:40]2[CH:41]=[CH:42][C:37]([Cl:36])=[CH:38][CH:39]=2)[CH3:44])=[O:15])=[CH:6][CH:5]=1, predict the reactants needed to synthesize it. (6) Given the product [CH3:25][C:26]1[CH:34]=[CH:33][C:29]([C:30]([NH:1][C:2]2[CH:3]=[CH:4][C:5]([O:6][CH2:7][CH2:8][C:9]3[N:14]=[C:13]([NH:15][C:16](=[O:22])[O:17][C:18]([CH3:21])([CH3:19])[CH3:20])[CH:12]=[CH:11][CH:10]=3)=[CH:23][CH:24]=2)=[O:31])=[C:28]([N:35]2[CH2:40][CH2:39][CH:38]([CH3:41])[CH2:37][CH2:36]2)[CH:27]=1, predict the reactants needed to synthesize it. The reactants are: [NH2:1][C:2]1[CH:24]=[CH:23][C:5]([O:6][CH2:7][CH2:8][C:9]2[N:14]=[C:13]([NH:15][C:16](=[O:22])[O:17][C:18]([CH3:21])([CH3:20])[CH3:19])[CH:12]=[CH:11][CH:10]=2)=[CH:4][CH:3]=1.[CH3:25][C:26]1[CH:34]=[CH:33][C:29]([C:30](O)=[O:31])=[C:28]([N:35]2[CH2:40][CH2:39][CH:38]([CH3:41])[CH2:37][CH2:36]2)[CH:27]=1.ON1C2C=CC=CC=2N=N1.Cl.CN(C)CCCN=C=NCC.